From a dataset of Forward reaction prediction with 1.9M reactions from USPTO patents (1976-2016). Predict the product of the given reaction. (1) Given the reactants [CH2:1]([O:8][C:9](=[O:12])[CH2:10]Br)[C:2]1[CH:7]=[CH:6][CH:5]=[CH:4][CH:3]=1.[CH2:13]([O:15][P:16]([O:20]CC)[O:17][CH2:18][CH3:19])[CH3:14], predict the reaction product. The product is: [CH2:1]([O:8][C:9](=[O:12])[CH2:10][P:16]([O:17][CH2:18][CH3:19])([O:15][CH2:13][CH3:14])=[O:20])[C:2]1[CH:7]=[CH:6][CH:5]=[CH:4][CH:3]=1. (2) Given the reactants Cl[CH:2]([CH3:20])[C:3]([N:5]1[C:11]2[CH:12]=[CH:13][CH:14]=[CH:15][C:10]=2[CH2:9][CH2:8][C:7]2[CH:16]=[CH:17][CH:18]=[CH:19][C:6]1=2)=[O:4].[C-:21]#[N:22].[Na+], predict the reaction product. The product is: [CH:16]1[C:7]2[CH2:8][CH2:9][C:10]3[CH:15]=[CH:14][CH:13]=[CH:12][C:11]=3[N:5]([C:3](=[O:4])[CH:2]([CH3:20])[C:21]#[N:22])[C:6]=2[CH:19]=[CH:18][CH:17]=1. (3) Given the reactants [Cl:1][C:2]1[CH:7]=[CH:6][C:5]([C@H:8](O)[CH3:9])=[CH:4][CH:3]=1.[CH2:11]([O:13][C:14]([CH:16]([C:22]([O:24][CH2:25][CH3:26])=[O:23])[C:17]([O:19][CH2:20][CH3:21])=[O:18])=[O:15])[CH3:12].CP(C)C.C1COCC1.CC(OC(/N=N/C(OC(C)C)=O)=O)C, predict the reaction product. The product is: [Cl:1][C:2]1[CH:7]=[CH:6][C:5]([C@H:8]([CH3:9])[C:16]([C:22]([O:24][CH2:25][CH3:26])=[O:23])([C:14]([O:13][CH2:11][CH3:12])=[O:15])[C:17]([O:19][CH2:20][CH3:21])=[O:18])=[CH:4][CH:3]=1. (4) Given the reactants [C:1]([O:5][C:6]([N:8]1[CH2:17][CH:16]([OH:18])[C:15]2[C:10](=[CH:11][CH:12]=[C:13]([O:19][CH2:20][CH:21]3[CH2:23][CH2:22]3)[CH:14]=2)[CH2:9]1)=[O:7])([CH3:4])([CH3:3])[CH3:2].[H-].[Na+].[CH3:26]I, predict the reaction product. The product is: [C:1]([O:5][C:6]([N:8]1[CH2:17][CH:16]([O:18][CH3:26])[C:15]2[C:10](=[CH:11][CH:12]=[C:13]([O:19][CH2:20][CH:21]3[CH2:22][CH2:23]3)[CH:14]=2)[CH2:9]1)=[O:7])([CH3:4])([CH3:2])[CH3:3]. (5) Given the reactants [N+:1]([C:4]1[C:5]([C:11]2[CH:16]=[CH:15][N:14]=[CH:13][CH:12]=2)=[N:6][CH:7]=[CH:8][C:9]=1[NH2:10])([O-])=O.[NH4+].[Cl-], predict the reaction product. The product is: [N:6]1[CH:7]=[CH:8][C:9]([NH2:10])=[C:4]([NH2:1])[C:5]=1[C:11]1[CH:16]=[CH:15][N:14]=[CH:13][CH:12]=1. (6) Given the reactants [C:1]([OH:20])(=[O:19])[CH2:2][CH2:3][CH2:4][CH2:5][CH2:6][CH2:7][CH2:8][CH2:9][CH2:10][CH2:11][CH2:12][CH2:13][CH2:14][CH2:15][CH:16]([CH3:18])[CH3:17].[OH:21][CH2:22][C@@H:23]([C@H:25]([C@@H:27]([C@@H:29]([CH2:31][OH:32])[OH:30])[OH:28])[OH:26])[OH:24].[C:33]([OH:46])(=[O:45])[CH2:34][CH2:35][CH2:36][CH2:37][CH2:38][CH2:39][CH2:40][CH2:41][C:42]([OH:44])=[O:43], predict the reaction product. The product is: [C:33]([OH:46])(=[O:45])[CH2:34][CH2:35][CH2:36][CH2:37][CH2:38][CH2:39][CH2:40][CH2:41][C:42]([OH:44])=[O:43].[OH:32][CH2:31][C@@H:29]([C@H:27]([C@@H:25]([C@@H:23]([CH2:22][OH:21])[OH:24])[OH:26])[OH:28])[OH:30].[C:1]([O-:20])(=[O:19])[CH2:2][CH2:3][CH2:4][CH2:5][CH2:6][CH2:7][CH2:8][CH2:9][CH2:10][CH2:11][CH2:12][CH2:13][CH2:14][CH2:15][CH:16]([CH3:17])[CH3:18]. (7) Given the reactants C(N(CC)[CH:5]([CH3:7])[CH3:6])(C)C.Br[C:11]1[CH:30]=[CH:29][C:14]([CH2:15][NH:16][C:17]([C:19]2[CH:20]=[C:21]3[C:26](=[CH:27][CH:28]=2)[N:25]=[CH:24][CH:23]=[CH:22]3)=[O:18])=[CH:13][CH:12]=1.CN1[CH2:36][CH2:35][CH2:34][C:33]1=O.N.O1CCC[CH2:40]1, predict the reaction product. The product is: [C:7]1([C:5]#[C:6][C:11]2[CH:30]=[CH:29][C:14]([CH2:15][NH:16][C:17]([C:19]3[CH:20]=[C:21]4[C:26](=[CH:27][CH:28]=3)[N:25]=[CH:24][CH:23]=[CH:22]4)=[O:18])=[CH:13][CH:12]=2)[CH:40]=[CH:36][CH:35]=[CH:34][CH:33]=1. (8) Given the reactants Cl.[NH2:2][C@H:3]1[CH2:8][CH2:7][C@H:6]([NH:9][C:10]([C:12]2[C:16]3[N:17]=[CH:18][N:19]=[C:20]([C:21]4[C:29]5[O:28][CH2:27][O:26][C:25]=5[CH:24]=[CH:23][C:22]=4[O:30][CH2:31][CH:32]4[CH2:34][CH2:33]4)[C:15]=3[NH:14][C:13]=2[CH3:35])=[O:11])[CH2:5][CH2:4]1.[C:36](Cl)(=[O:39])[CH2:37][CH3:38], predict the reaction product. The product is: [CH:32]1([CH2:31][O:30][C:22]2[CH:23]=[CH:24][C:25]3[O:26][CH2:27][O:28][C:29]=3[C:21]=2[C:20]2[C:15]3[NH:14][C:13]([CH3:35])=[C:12]([C:10]([NH:9][C@H:6]4[CH2:7][CH2:8][C@H:3]([NH:2][C:36](=[O:39])[CH2:37][CH3:38])[CH2:4][CH2:5]4)=[O:11])[C:16]=3[N:17]=[CH:18][N:19]=2)[CH2:34][CH2:33]1.